Dataset: Forward reaction prediction with 1.9M reactions from USPTO patents (1976-2016). Task: Predict the product of the given reaction. (1) Given the reactants [NH:1]1[C:9]2[C:4](=[CH:5][C:6]([C:10]3[NH:15][C:14](=O)[CH:13]=[C:12]([CH2:17][S:18]([CH3:21])(=[O:20])=[O:19])[N:11]=3)=[CH:7][CH:8]=2)[CH:3]=[CH:2]1.P(Cl)(Cl)([Cl:24])=O, predict the reaction product. The product is: [Cl:24][C:14]1[CH:13]=[C:12]([CH2:17][S:18]([CH3:21])(=[O:20])=[O:19])[N:11]=[C:10]([C:6]2[CH:5]=[C:4]3[C:9](=[CH:8][CH:7]=2)[NH:1][CH:2]=[CH:3]3)[N:15]=1. (2) Given the reactants [CH3:1][C:2]1[N:7]([CH3:8])[N:6]([C:9]2[CH:14]=[CH:13][CH:12]=[CH:11][CH:10]=2)[C:4](=[O:5])[C:3]=1[C:15]([OH:17])=O.CN(C(ON1N=NC2C=CC=NC1=2)=[N+](C)C)C.F[P-](F)(F)(F)(F)F.[NH2:42][C:43]1[CH:48]=[CH:47][C:46]([C:49]2[C:50]([NH2:56])=[N:51][CH:52]=[C:53]([Br:55])[CH:54]=2)=[CH:45][CH:44]=1, predict the reaction product. The product is: [NH2:56][C:50]1[C:49]([C:46]2[CH:45]=[CH:44][C:43]([NH:42][C:15]([C:3]3[C:4](=[O:5])[N:6]([C:9]4[CH:10]=[CH:11][CH:12]=[CH:13][CH:14]=4)[N:7]([CH3:8])[C:2]=3[CH3:1])=[O:17])=[CH:48][CH:47]=2)=[CH:54][C:53]([Br:55])=[CH:52][N:51]=1. (3) Given the reactants [CH3:1][O:2][C:3]1[CH:4]=[C:5]2[C:10](=[CH:11][C:12]=1[O:13][CH2:14][CH2:15][N:16]([CH3:24])[C:17]1[CH:22]=[C:21]([CH3:23])[N:20]=[CH:19][N:18]=1)[N:9]=[CH:8][NH:7][C:6]2=O.S(Cl)([Cl:28])=O, predict the reaction product. The product is: [ClH:28].[Cl:28][C:6]1[C:5]2[C:10](=[CH:11][C:12]([O:13][CH2:14][CH2:15][N:16]([CH3:24])[C:17]3[CH:22]=[C:21]([CH3:23])[N:20]=[CH:19][N:18]=3)=[C:3]([O:2][CH3:1])[CH:4]=2)[N:9]=[CH:8][N:7]=1. (4) The product is: [CH:5]1([C:9]([OH:11])([C:1]#[CH:2])[CH3:10])[CH2:8][CH2:7][CH2:6]1. Given the reactants [C:1]([Mg]Br)#[CH:2].[CH:5]1([C:9](=[O:11])[CH3:10])[CH2:8][CH2:7][CH2:6]1, predict the reaction product. (5) Given the reactants [F:1][C:2]([F:17])([CH:14]([F:16])[F:15])[CH2:3][O:4][C:5]1[CH:6]=[CH:7][C:8]([C:11](O)=[O:12])=[N:9][CH:10]=1.C(Cl)(=O)C([Cl:21])=O.CN(C)C=O.C1(C)C=CC=CC=1, predict the reaction product. The product is: [F:1][C:2]([F:17])([CH:14]([F:16])[F:15])[CH2:3][O:4][C:5]1[CH:6]=[CH:7][C:8]([C:11]([Cl:21])=[O:12])=[N:9][CH:10]=1.